This data is from Reaction yield outcomes from USPTO patents with 853,638 reactions. The task is: Predict the reaction yield, written as a fraction of the theoretical maximum amount of product (1.0 means a 100% yield; for example, 0.34 means a 34% yield). The reactants are [Br:1][C:2]1[C:3]([F:14])=[C:4]2[C:10]([N+:11]([O-])=O)=[CH:9][NH:8][C:5]2=[N:6][CH:7]=1.Cl[Sn]Cl.C([O-])([O-])=O.[Na+].[Na+]. The catalyst is Cl. The product is [Br:1][C:2]1[C:3]([F:14])=[C:4]2[C:10]([NH2:11])=[CH:9][NH:8][C:5]2=[N:6][CH:7]=1. The yield is 0.282.